From a dataset of Catalyst prediction with 721,799 reactions and 888 catalyst types from USPTO. Predict which catalyst facilitates the given reaction. (1) Reactant: [C:1]([O:5][C:6](=[O:20])[N:7]([CH2:13][C:14]1[CH:19]=[CH:18][CH:17]=[CH:16][CH:15]=1)[CH2:8][CH2:9][CH2:10][CH2:11]O)([CH3:4])([CH3:3])[CH3:2].C(N1C=CN=C1)(N1C=CN=C1)=O.[I:33]C. Product: [CH2:13]([N:7]([C:6]([O:5][C:1]([CH3:4])([CH3:3])[CH3:2])=[O:20])[CH2:8][CH2:9][CH2:10][CH2:11][I:33])[C:14]1[CH:19]=[CH:18][CH:17]=[CH:16][CH:15]=1. The catalyst class is: 753. (2) Reactant: [CH2:1]([C:8]1[C:9](Cl)=[N:10][C:11]([NH2:14])=[N:12][CH:13]=1)[C:2]1[CH:7]=[CH:6][CH:5]=[CH:4][CH:3]=1.[CH2:16]([NH2:21])[CH2:17][CH2:18][CH2:19][CH3:20]. Product: [NH2:14][C:11]1[N:10]=[C:9]([NH:21][CH2:16][CH2:17][CH2:18][CH2:19][CH3:20])[C:8]([CH2:1][C:2]2[CH:7]=[CH:6][CH:5]=[CH:4][CH:3]=2)=[CH:13][N:12]=1. The catalyst class is: 12. (3) Reactant: [CH2:1]([O:8][C:9]([NH:11][C@H:12]([C:17]([OH:19])=O)[CH2:13][CH2:14][S:15][CH3:16])=[O:10])[C:2]1[CH:7]=[CH:6][CH:5]=[CH:4][CH:3]=1.Cl.CN(C)CCCN=C=NCC.C1C=CC2N(O)N=NC=2C=1.[C:42]([O:46][C:47](=[O:51])[C@H:48]([CH3:50])[NH2:49])([CH3:45])([CH3:44])[CH3:43]. Product: [CH2:1]([O:8][C:9]([NH:11][C@H:12]([C:17]([NH:49][C@H:48]([C:47]([O:46][C:42]([CH3:45])([CH3:44])[CH3:43])=[O:51])[CH3:50])=[O:19])[CH2:13][CH2:14][S:15][CH3:16])=[O:10])[C:2]1[CH:3]=[CH:4][CH:5]=[CH:6][CH:7]=1. The catalyst class is: 338. (4) Reactant: [CH3:1][C:2]1[CH:17]=[C:5]2[N:6]=[C:7]([NH2:16])[CH:8]=[C:9]([C:10]3[CH:15]=[CH:14][CH:13]=[CH:12][CH:11]=3)[N:4]2[N:3]=1.[F:18][C:19]([F:31])([F:30])[S:20][C:21]1[CH:29]=[CH:28][C:24]([C:25](Cl)=[O:26])=[CH:23][CH:22]=1. Product: [CH3:1][C:2]1[CH:17]=[C:5]2[N:6]=[C:7]([NH:16][C:25](=[O:26])[C:24]3[CH:28]=[CH:29][C:21]([S:20][C:19]([F:31])([F:18])[F:30])=[CH:22][CH:23]=3)[CH:8]=[C:9]([C:10]3[CH:15]=[CH:14][CH:13]=[CH:12][CH:11]=3)[N:4]2[N:3]=1. The catalyst class is: 17. (5) Reactant: C[O:2][C:3](=[O:21])[CH2:4][CH2:5][CH2:6][CH2:7][CH2:8][CH2:9][C:10](=[O:20])[NH:11][O:12][CH:13]([O:15][CH2:16][CH:17]([CH3:19])[CH3:18])[CH3:14].O.[OH-].[Li+]. Product: [CH2:16]([O:15][CH:13]([O:12][NH:11][C:10]([CH2:9][CH2:8][CH2:7][CH2:6][CH2:5][CH2:4][C:3]([OH:21])=[O:2])=[O:20])[CH3:14])[CH:17]([CH3:19])[CH3:18]. The catalyst class is: 1.